From a dataset of Full USPTO retrosynthesis dataset with 1.9M reactions from patents (1976-2016). Predict the reactants needed to synthesize the given product. (1) Given the product [CH2:1]([O:3][C@@H:4]([CH2:10][C:11]1[CH:16]=[CH:15][C:14]([O:17][CH2:18][C:19]([C:21]2[CH:26]=[CH:25][CH:24]=[C:23]([O:27][CH3:28])[CH:22]=2)=[O:20])=[CH:13][CH:12]=1)[C:5]([OH:7])=[O:6])[CH3:2], predict the reactants needed to synthesize it. The reactants are: [CH2:1]([O:3][C@@H:4]([CH2:10][C:11]1[CH:16]=[CH:15][C:14]([O:17][CH2:18][C:19]([C:21]2[CH:26]=[CH:25][CH:24]=[C:23]([O:27][CH3:28])[CH:22]=2)=[O:20])=[CH:13][CH:12]=1)[C:5]([O:7]CC)=[O:6])[CH3:2].[Li+].[OH-].O.Cl. (2) Given the product [CH3:19][C:20]1[CH:25]=[C:24]([CH3:26])[CH:23]=[CH:22][C:21]=1[N:27]1[CH2:28][CH2:29][N:30]([C:12]([C:11]2[CH:10]=[CH:9][C:8]([N:3]3[CH2:4][CH2:5][CH2:6][CH2:7][C:2]3=[O:1])=[CH:18][CH:17]=2)=[O:14])[CH2:31][CH2:32]1, predict the reactants needed to synthesize it. The reactants are: [O:1]=[C:2]1[CH2:7][CH2:6][CH2:5][CH2:4][N:3]1[C:8]1[CH:18]=[CH:17][C:11]([C:12]([O:14]CC)=O)=[CH:10][CH:9]=1.[CH3:19][C:20]1[CH:25]=[C:24]([CH3:26])[CH:23]=[CH:22][C:21]=1[N:27]1[CH2:32][CH2:31][NH:30][CH2:29][CH2:28]1. (3) Given the product [N:23]1[CH:24]=[CH:25][C:20]([C:18]2[N:2]=[C:1]([C@H:4]3[CH2:8][CH2:7][CH2:6][N:5]3[C:9]([O:11][C:12]([CH3:15])([CH3:14])[CH3:13])=[O:10])[S:3][CH:17]=2)=[CH:21][CH:22]=1, predict the reactants needed to synthesize it. The reactants are: [C:1]([C@H:4]1[CH2:8][CH2:7][CH2:6][N:5]1[C:9]([O:11][C:12]([CH3:15])([CH3:14])[CH3:13])=[O:10])(=[S:3])[NH2:2].Br[CH2:17][C:18]([C:20]1[CH:25]=[CH:24][N:23]=[CH:22][CH:21]=1)=O.Br.C([O-])([O-])=O.[K+].[K+]. (4) Given the product [Cl:30][C:3]1[CH:2]=[CH:9][C:6]([CH:7]=[O:8])=[C:5]([O:10][Si:20]([C:16]([CH3:19])([CH3:18])[CH3:17])([CH3:23])[CH3:22])[CH:4]=1, predict the reactants needed to synthesize it. The reactants are: Cl[C:2]1[CH:3]=[CH:4][C:5]([OH:10])=[C:6]([CH:9]=1)[CH:7]=[O:8].N1C=CN=C1.[C:16]([Si:20]([CH3:23])([CH3:22])Cl)([CH3:19])([CH3:18])[CH3:17].C(=O)(O)[O-].[Na+].C(Cl)[Cl:30]. (5) Given the product [CH3:1][O:2][C:3]1[CH:4]=[C:5]2[C:10](=[CH:11][C:12]=1[CH3:13])[CH:9]=[N:8][CH:7]([CH3:19])[CH2:6]2, predict the reactants needed to synthesize it. The reactants are: [CH3:1][O:2][C:3]1[CH:4]=[C:5]2[C:10](=[CH:11][C:12]=1[CH3:13])[CH:9]1OC(=O)C(=O)[N:8]1[CH:7]([CH3:19])[CH2:6]2. (6) The reactants are: C1(C)C=CC(S(O)(=O)=O)=CC=1.[CH3:12][O:13][C:14]([C:16]1[CH:17]=[C:18]([CH3:41])[C:19]2[O:25][C:24]3[C:26]([Cl:37])=[CH:27][C:28]([N:30]([CH2:34][CH2:35][OH:36])[CH2:31][CH2:32]O)=[CH:29][C:23]=3[CH2:22][S:21](=[O:39])(=[O:38])[C:20]=2[CH:40]=1)=[O:15].C(=O)(O)[O-]. Given the product [CH3:12][O:13][C:14]([C:16]1[CH:17]=[C:18]([CH3:41])[C:19]2[O:25][C:24]3[C:26]([Cl:37])=[CH:27][C:28]([N:30]4[CH2:31][CH2:32][O:36][CH2:35][CH2:34]4)=[CH:29][C:23]=3[CH2:22][S:21](=[O:38])(=[O:39])[C:20]=2[CH:40]=1)=[O:15], predict the reactants needed to synthesize it. (7) Given the product [Br:22][C:15]1[CH:16]=[C:17]([C:18]2[N:33]=[N:34][NH:35][N:19]=2)[CH:20]=[CH:21][C:14]=1[O:13][CH2:12][CH2:11][CH2:10][CH2:9][O:8][C:7]1[CH:23]=[CH:24][C:4]([C:1](=[O:3])[CH3:2])=[C:5]([OH:28])[C:6]=1[CH2:25][CH2:26][CH3:27], predict the reactants needed to synthesize it. The reactants are: [C:1]([C:4]1[CH:24]=[CH:23][C:7]([O:8][CH2:9][CH2:10][CH2:11][CH2:12][O:13][C:14]2[CH:21]=[CH:20][C:17]([C:18]#[N:19])=[CH:16][C:15]=2[Br:22])=[C:6]([CH2:25][CH2:26][CH3:27])[C:5]=1[OH:28])(=[O:3])[CH3:2].C[Si]([N:33]=[N+:34]=[N-:35])(C)C.C([Sn](=O)CCCC)CCC. (8) Given the product [C:1]([NH:5][C:6]1[CH:11]=[C:10]([F:12])[N:9]=[C:8]([CH2:13][I:39])[N:7]=1)([CH3:4])([CH3:3])[CH3:2], predict the reactants needed to synthesize it. The reactants are: [C:1]([NH:5][C:6]1[CH:11]=[C:10]([F:12])[N:9]=[C:8]([CH2:13]O)[N:7]=1)([CH3:4])([CH3:3])[CH3:2].N1C=CN=C1.C1(P(C2C=CC=CC=2)C2C=CC=CC=2)C=CC=CC=1.[I:39]I.